This data is from Forward reaction prediction with 1.9M reactions from USPTO patents (1976-2016). The task is: Predict the product of the given reaction. Given the reactants [C:1]([N:9]1[CH2:14][CH2:13][N:12]([C:15](=[O:42])[C:16]([C:18]2[C:26]3[C:21](=[C:22]([C:29]4[N:30]=[CH:31][C:32]([C:35]([NH:37]C(C)(C)C)=[O:36])=[N:33][CH:34]=4)[N:23]=[CH:24][C:25]=3[O:27][CH3:28])[NH:20][CH:19]=2)=[O:17])[CH2:11][CH2:10]1)(=[O:8])[C:2]1[CH:7]=[CH:6][CH:5]=[CH:4][CH:3]=1.S(=O)(=O)(O)O, predict the reaction product. The product is: [C:1]([N:9]1[CH2:14][CH2:13][N:12]([C:15](=[O:42])[C:16]([C:18]2[C:26]3[C:21](=[C:22]([C:29]4[N:30]=[CH:31][C:32]([C:35]([NH2:37])=[O:36])=[N:33][CH:34]=4)[N:23]=[CH:24][C:25]=3[O:27][CH3:28])[NH:20][CH:19]=2)=[O:17])[CH2:11][CH2:10]1)(=[O:8])[C:2]1[CH:7]=[CH:6][CH:5]=[CH:4][CH:3]=1.